The task is: Regression. Given a peptide amino acid sequence and an MHC pseudo amino acid sequence, predict their binding affinity value. This is MHC class II binding data.. This data is from Peptide-MHC class II binding affinity with 134,281 pairs from IEDB. (1) The peptide sequence is EELQIVDKIDAAFKI. The MHC is DRB3_0202 with pseudo-sequence DRB3_0202. The binding affinity (normalized) is 0.212. (2) The peptide sequence is GKAFATYTNAKRIVK. The MHC is DRB1_0701 with pseudo-sequence DRB1_0701. The binding affinity (normalized) is 0.838. (3) The peptide sequence is YDKFLANVSTVLTAK. The MHC is DRB1_0405 with pseudo-sequence DRB1_0405. The binding affinity (normalized) is 0.738. (4) The peptide sequence is GWYRSPFSRVVALY. The MHC is H-2-IAb with pseudo-sequence H-2-IAb. The binding affinity (normalized) is 0.486. (5) The peptide sequence is EAGKATTEEQKLIED. The MHC is DRB3_0101 with pseudo-sequence DRB3_0101. The binding affinity (normalized) is 0.272. (6) The peptide sequence is SEAQKAAKPAAAATA. The MHC is DRB1_1602 with pseudo-sequence DRB1_1602. The binding affinity (normalized) is 0.216.